This data is from Forward reaction prediction with 1.9M reactions from USPTO patents (1976-2016). The task is: Predict the product of the given reaction. (1) Given the reactants C(OC([NH:8][C@@H:9]([CH2:38][C:39]1[CH:44]=[CH:43][C:42]([C:45]([F:48])([F:47])[F:46])=[CH:41][CH:40]=1)[CH2:10][N:11](C(OC(C)(C)C)=O)[C:12]1[S:13][C:14]([C:21]2[CH:22]=[C:23]3[C:28](=[CH:29][CH:30]=2)[CH:27]=[N:26][CH:25]=[CH:24]3)=[C:15]([C:17]([O:19]C)=O)[N:16]=1)=O)(C)(C)C.[NH2:49][CH2:50][CH2:51][OH:52].C(O)(C(F)(F)F)=O, predict the reaction product. The product is: [NH2:8][C@@H:9]([CH2:38][C:39]1[CH:40]=[CH:41][C:42]([C:45]([F:47])([F:46])[F:48])=[CH:43][CH:44]=1)[CH2:10][NH:11][C:12]1[S:13][C:14]([C:21]2[CH:22]=[C:23]3[C:28](=[CH:29][CH:30]=2)[CH:27]=[N:26][CH:25]=[CH:24]3)=[C:15]([C:17]([NH:49][CH2:50][CH2:51][OH:52])=[O:19])[N:16]=1. (2) Given the reactants [OH-].[K+].[C:3]1([CH:9]=[CH:10][C:11]([C:13]2[CH:18]=[CH:17][CH:16]=[CH:15][CH:14]=2)=O)[CH:8]=[CH:7][CH:6]=[CH:5][CH:4]=1.[C:19]1([NH:25][NH2:26])[CH:24]=[CH:23][CH:22]=[CH:21][CH:20]=1, predict the reaction product. The product is: [C:19]1([N:25]2[CH:11]([C:13]3[CH:18]=[CH:17][CH:16]=[CH:15][CH:14]=3)[CH:10]=[C:9]([C:3]3[CH:8]=[CH:7][CH:6]=[CH:5][CH:4]=3)[NH:26]2)[CH:24]=[CH:23][CH:22]=[CH:21][CH:20]=1. (3) Given the reactants S(Cl)(C)(=O)=O.[F:6][C:7]([F:24])([F:23])[O:8][C:9]1[CH:14]=[CH:13][C:12]([C:15]2[N:20]=[CH:19][C:18]([CH2:21]O)=[CH:17][N:16]=2)=[CH:11][CH:10]=1.CCN(CC)CC.[Li+].[Br-:33], predict the reaction product. The product is: [Br:33][CH2:21][C:18]1[CH:17]=[N:16][C:15]([C:12]2[CH:13]=[CH:14][C:9]([O:8][C:7]([F:24])([F:23])[F:6])=[CH:10][CH:11]=2)=[N:20][CH:19]=1. (4) The product is: [CH:23]1[C:24]2[N:12]([C:10]3[CH:11]=[C:6]([F:5])[CH:7]=[CH:8][C:9]=3[OH:25])[C:13]3[C:18](=[CH:17][CH:16]=[CH:15][CH:14]=3)[C:19]=2[CH:20]=[CH:21][CH:22]=1. Given the reactants B(Br)(Br)Br.[F:5][C:6]1[CH:7]=[CH:8][C:9]([O:25]C)=[C:10]([N:12]2[C:24]3[CH:23]=[CH:22][CH:21]=[CH:20][C:19]=3[C:18]3[C:13]2=[CH:14][CH:15]=[CH:16][CH:17]=3)[CH:11]=1.C(=O)(O)[O-].[Na+].[OH-].[Na+], predict the reaction product. (5) Given the reactants [CH2:1]([C@@H:8]([CH2:12][CH2:13][C@H:14]([CH2:34][C:35]1[CH:40]=[CH:39][CH:38]=[CH:37][CH:36]=1)[C:15]([NH:17][C@H:18]1[CH2:24][CH2:23][S:22][C@H:21]2[CH2:25][CH2:26][CH2:27][C@@H:28]([C:29]([O:31][CH3:32])=[O:30])[N:20]2[C:19]1=[O:33])=[O:16])[C:9](O)=[O:10])[C:2]1[CH:7]=[CH:6][CH:5]=[CH:4][CH:3]=1.[NH2:41][C@H:42]1[CH2:49][CH2:48][CH:47]=[CH:46][CH2:45][N:44]([C:50]2[CH:55]=[CH:54][CH:53]=[CH:52][CH:51]=2)[C:43]1=[O:56], predict the reaction product. The product is: [CH2:34]([C@@H:14]([CH2:13][CH2:12][C@H:8]([CH2:1][C:2]1[CH:3]=[CH:4][CH:5]=[CH:6][CH:7]=1)[C:9](=[O:10])[NH:41][C@H:42]1[CH2:49][CH2:48][CH:47]=[CH:46][CH2:45][N:44]([C:50]2[CH:55]=[CH:54][CH:53]=[CH:52][CH:51]=2)[C:43]1=[O:56])[C:15]([NH:17][C@H:18]1[CH2:24][CH2:23][S:22][C@H:21]2[CH2:25][CH2:26][CH2:27][C@@H:28]([C:29]([O:31][CH3:32])=[O:30])[N:20]2[C:19]1=[O:33])=[O:16])[C:35]1[CH:40]=[CH:39][CH:38]=[CH:37][CH:36]=1. (6) Given the reactants [H-].[Na+].[C:3](=[O:10])([O:7][CH2:8][CH3:9])OCC.[C:11]([C:14]1[S:15][CH:16]=[CH:17][CH:18]=1)(=[O:13])[CH3:12].CC(O)=O, predict the reaction product. The product is: [CH2:8]([O:7][C:3](=[O:10])[CH2:12][C:11](=[O:13])[C:14]1[S:15][CH:16]=[CH:17][CH:18]=1)[CH3:9]. (7) Given the reactants FC(F)(F)S(O[C:7]1[C:12](=[O:13])[CH:11]=[CH:10][O:9][C:8]=1[CH3:14])(=O)=O.[B-](F)(F)(F)[C:18]1[CH:23]=[CH:22][C:21]([F:24])=[CH:20][CH:19]=1.[K+].C(=O)([O-])[O-].[Cs+].[Cs+].C1(P(C2CCCCC2)C2CCCCC2)CCCCC1, predict the reaction product. The product is: [F:24][C:21]1[CH:22]=[CH:23][C:18]([C:7]2[C:12](=[O:13])[CH:11]=[CH:10][O:9][C:8]=2[CH3:14])=[CH:19][CH:20]=1. (8) Given the reactants Br[C:2]1[C:7]([CH:8]=[O:9])=[CH:6][N:5]=[CH:4][CH:3]=1.[Cl:10][C:11]1[CH:16]=[CH:15][C:14](B(O)O)=[C:13]([F:20])[CH:12]=1.C(=O)([O-])[O-].[Cs+].[Cs+].C1COCC1, predict the reaction product. The product is: [Cl:10][C:11]1[CH:16]=[CH:15][C:14]([C:2]2[C:7]([CH:8]=[O:9])=[CH:6][N:5]=[CH:4][CH:3]=2)=[C:13]([F:20])[CH:12]=1.